From a dataset of Full USPTO retrosynthesis dataset with 1.9M reactions from patents (1976-2016). Predict the reactants needed to synthesize the given product. (1) Given the product [CH2:39]([O:38][C:36](=[O:37])[O:16][C:6]1[C:7]2([CH2:12][CH2:11][N:10]([N:13]([CH3:14])[CH3:15])[CH2:9][CH2:8]2)[N:3]([N:2]([CH3:1])[CH3:27])[C:4](=[O:26])[C:5]=1[C:17]1[C:22]([CH3:23])=[CH:21][C:20]([CH3:24])=[CH:19][C:18]=1[CH3:25])[CH3:40], predict the reactants needed to synthesize it. The reactants are: [CH3:1][N:2]([CH3:27])[N:3]1[C:7]2([CH2:12][CH2:11][N:10]([N:13]([CH3:15])[CH3:14])[CH2:9][CH2:8]2)[C:6](=[O:16])[CH:5]([C:17]2[C:22]([CH3:23])=[CH:21][C:20]([CH3:24])=[CH:19][C:18]=2[CH3:25])[C:4]1=[O:26].C(N(CC)CC)C.Cl[C:36]([O:38][CH2:39][CH3:40])=[O:37]. (2) Given the product [Br:16][C:11]1[S:10][CH:9]=[C:8]([C:5]2[CH:6]=[CH:7][C:2]([Br:1])=[CH:3][CH:4]=2)[N:12]=1, predict the reactants needed to synthesize it. The reactants are: [Br:1][C:2]1[CH:7]=[CH:6][C:5]([C:8](=O)[CH2:9][S:10][C:11]#[N:12])=[CH:4][CH:3]=1.[OH-].[Na+].[BrH:16].